From a dataset of Catalyst prediction with 721,799 reactions and 888 catalyst types from USPTO. Predict which catalyst facilitates the given reaction. (1) Product: [CH2:14]([O:13][C:11]([NH:10][C@H:7]1[CH2:8][CH2:9][C@H:4]([C:1](=[O:2])[N:31]([CH3:32])[CH3:30])[CH2:5][C@H:6]1[NH:21][C:22]([O:24][C:25]([CH3:27])([CH3:26])[CH3:28])=[O:23])=[O:12])[C:15]1[CH:16]=[CH:17][CH:18]=[CH:19][CH:20]=1. The catalyst class is: 884. Reactant: [C:1]([C@H:4]1[CH2:9][CH2:8][C@H:7]([NH:10][C:11]([O:13][CH2:14][C:15]2[CH:20]=[CH:19][CH:18]=[CH:17][CH:16]=2)=[O:12])[C@H:6]([NH:21][C:22]([O:24][C:25]([CH3:28])([CH3:27])[CH3:26])=[O:23])[CH2:5]1)(O)=[O:2].Cl.[CH3:30][NH:31][CH3:32].Cl.CN(C)CCCN=C=NCC.O.ON1C2C=CC=CC=2N=N1. (2) Reactant: [CH3:1][C:2]1[CH:3]=[CH:4][CH:5]=[CH:6][C:7]=1[NH2:8].CCN(CC)CC.[CH3:16][C:17]([CH3:22])([CH3:21])[C:18](Cl)=[O:19]. Product: [CH3:16][C:17]([CH3:22])([CH3:21])[C:18]([NH:8][C:7]1[CH:6]=[CH:5][CH:4]=[CH:3][C:2]=1[CH3:1])=[O:19]. The catalyst class is: 2.